Dataset: Peptide-MHC class I binding affinity with 185,985 pairs from IEDB/IMGT. Task: Regression. Given a peptide amino acid sequence and an MHC pseudo amino acid sequence, predict their binding affinity value. This is MHC class I binding data. (1) The binding affinity (normalized) is 0.0847. The peptide sequence is MIDSDEWVY. The MHC is HLA-A02:12 with pseudo-sequence HLA-A02:12. (2) The peptide sequence is TPINIFGRNL. The MHC is Mamu-A2201 with pseudo-sequence Mamu-A2201. The binding affinity (normalized) is 0. (3) The peptide sequence is LTKHPNQEY. The MHC is HLA-A29:02 with pseudo-sequence HLA-A29:02. The binding affinity (normalized) is 0.248. (4) The peptide sequence is NLNQVIQSV. The MHC is HLA-A02:01 with pseudo-sequence HLA-A02:01. The binding affinity (normalized) is 0.693. (5) The peptide sequence is PAAEFRRVAH. The MHC is HLA-A11:01 with pseudo-sequence HLA-A11:01. The binding affinity (normalized) is 0. (6) The peptide sequence is VIYIVQMLA. The MHC is HLA-A68:02 with pseudo-sequence HLA-A68:02. The binding affinity (normalized) is 0.222.